From a dataset of Full USPTO retrosynthesis dataset with 1.9M reactions from patents (1976-2016). Predict the reactants needed to synthesize the given product. (1) The reactants are: [Cl:1][C:2]1[N:7]=[C:6]([C:8]2[CH:14]=[CH:13][C:11]([NH2:12])=[CH:10][CH:9]=2)[CH:5]=[CH:4][N:3]=1.[C:15](Cl)(=[O:19])[CH:16]([CH3:18])[CH3:17].CCN(CC)CC. Given the product [Cl:1][C:2]1[N:7]=[C:6]([C:8]2[CH:14]=[CH:13][C:11]([NH:12][C:15](=[O:19])[CH:16]([CH3:18])[CH3:17])=[CH:10][CH:9]=2)[CH:5]=[CH:4][N:3]=1, predict the reactants needed to synthesize it. (2) Given the product [CH2:1]([C:3]1[N:4]=[C:5]2[C:10]([C:11]([F:14])([F:13])[F:12])=[CH:9][CH:8]=[CH:7][N:6]2[C:15]=1[C:16]1[CH:17]=[C:18]([CH:19]=[CH:20][CH:21]=1)[O:22][C:24]1[CH:25]=[C:26]([S:30]([N:33]([CH2:35][C:36]2[CH:37]=[CH:38][C:39]([O:42][CH3:43])=[CH:40][CH:41]=2)[CH3:34])(=[O:32])=[O:31])[CH:27]=[CH:28][CH:29]=1)[CH3:2], predict the reactants needed to synthesize it. The reactants are: [CH2:1]([C:3]1[N:4]=[C:5]2[C:10]([C:11]([F:14])([F:13])[F:12])=[CH:9][CH:8]=[CH:7][N:6]2[C:15]=1[C:16]1[CH:17]=[C:18]([OH:22])[CH:19]=[CH:20][CH:21]=1)[CH3:2].Br[C:24]1[CH:25]=[C:26]([S:30]([N:33]([CH2:35][C:36]2[CH:41]=[CH:40][C:39]([O:42][CH3:43])=[CH:38][CH:37]=2)[CH3:34])(=[O:32])=[O:31])[CH:27]=[CH:28][CH:29]=1. (3) Given the product [CH2:1]1[CH2:9][O:8][C:7]2[C:3](=[C:4]([CH:10]=[O:14])[S:5][CH:6]=2)[O:2]1, predict the reactants needed to synthesize it. The reactants are: [CH2:1]1[CH2:9][O:8][C:7]2[C:3](=[CH:4][S:5][CH:6]=2)[O:2]1.[CH2:10]([OH:14])CCC. (4) Given the product [OH:11][CH:8]([C:6]1[N:7]=[C:2]([NH:12][C:13]2[S:14][C:15]([C:21]3[CH:26]=[CH:25][CH:24]=[CH:23][C:22]=3[F:27])=[CH:16][C:17]=2[C:18]([NH2:20])=[O:19])[CH:3]=[CH:4][CH:5]=1)[CH2:9][OH:10], predict the reactants needed to synthesize it. The reactants are: Br[C:2]1[N:7]=[C:6]([CH:8]([OH:11])[CH2:9][OH:10])[CH:5]=[CH:4][CH:3]=1.[NH2:12][C:13]1[S:14][C:15]([C:21]2[CH:26]=[CH:25][CH:24]=[CH:23][C:22]=2[F:27])=[CH:16][C:17]=1[C:18]([NH2:20])=[O:19]. (5) Given the product [CH2:1]([N:16]1[C:13]2=[N:14][CH:15]=[C:10]([F:9])[CH:11]=[C:12]2[CH:18]=[C:17]1[C:19]([O:21][CH2:22][CH3:23])=[O:20])[C:2]1[CH:7]=[CH:6][CH:5]=[CH:4][CH:3]=1, predict the reactants needed to synthesize it. The reactants are: [CH2:1](O)[C:2]1[CH:7]=[CH:6][CH:5]=[CH:4][CH:3]=1.[F:9][C:10]1[CH:11]=[C:12]2[CH:18]=[C:17]([C:19]([O:21][CH2:22][CH3:23])=[O:20])[NH:16][C:13]2=[N:14][CH:15]=1. (6) Given the product [NH2:1][C:3]1[N:8]=[C:7]([Cl:9])[N:6]=[C:5]([N:10]2[CH2:15][CH2:14][CH2:13][CH2:12][CH2:11]2)[N:4]=1, predict the reactants needed to synthesize it. The reactants are: [NH3:1].Cl[C:3]1[N:8]=[C:7]([Cl:9])[N:6]=[C:5]([N:10]2[CH2:15][CH2:14][CH2:13][CH2:12][CH2:11]2)[N:4]=1. (7) Given the product [CH2:14]([O:13][C:11]([C:10]1[O:9][C:2]([CH3:1])=[C:3]([C:4]([CH3:7])([CH3:6])[CH3:5])[N:24]=1)=[O:12])[CH3:15], predict the reactants needed to synthesize it. The reactants are: [CH3:1][CH:2]([O:9][C:10](=O)[C:11]([O:13][CH2:14][CH3:15])=[O:12])[C:3](=O)[C:4]([CH3:7])([CH3:6])[CH3:5].FC(F)(F)C([O-])=O.[NH4+:24].